This data is from Full USPTO retrosynthesis dataset with 1.9M reactions from patents (1976-2016). The task is: Predict the reactants needed to synthesize the given product. (1) Given the product [CH3:10][O:11][C:12]1[CH:17]=[CH:16][CH:15]=[CH:14][C:13]=1[C:2]1[C:3]([CH:8]=[O:9])=[N:4][CH:5]=[CH:6][CH:7]=1, predict the reactants needed to synthesize it. The reactants are: Br[C:2]1[C:3]([CH:8]=[O:9])=[N:4][CH:5]=[CH:6][CH:7]=1.[CH3:10][O:11][C:12]1[CH:17]=[CH:16][CH:15]=[CH:14][C:13]=1B(O)O.COCCOC.C([O-])([O-])=O.[Na+].[Na+]. (2) Given the product [NH2:1][C:2]1[N:7]2[N:8]=[CH:9][C:10]([C@@H:11]3[O:15][C:14]([CH2:26][OH:27])([CH2:16][OH:17])[C@@H:13]([O:18][Si:19]([C:22]([CH3:25])([CH3:24])[CH3:23])([CH3:20])[CH3:21])[CH2:12]3)=[C:6]2[N:5]=[CH:4][N:3]=1, predict the reactants needed to synthesize it. The reactants are: [NH2:1][C:2]1[N:7]2[N:8]=[CH:9][C:10]([C@@H:11]3[O:15][C@H:14]([CH:16]=[O:17])[C@@H:13]([O:18][Si:19]([C:22]([CH3:25])([CH3:24])[CH3:23])([CH3:21])[CH3:20])[CH2:12]3)=[C:6]2[N:5]=[CH:4][N:3]=1.[CH2:26]=[O:27].[OH-].[Na+].[BH4-].[Na+]. (3) Given the product [Cl:40][C:7]1[CH:8]=[C:9]2[C:4](=[CH:5][CH:6]=1)[O:3][C:2]1([CH2:11][CH2:10][CH2:13]1)[CH2:57][CH:56]2[NH:53][C:54](=[O:50])[CH2:28][CH2:24][C:14]1[C:23]2[C:18](=[CH:19][CH:20]=[CH:21][CH:22]=2)[CH:17]=[CH:16][CH:15]=1, predict the reactants needed to synthesize it. The reactants are: C[C:2]1([CH3:13])[CH2:11][CH:10](N)[C:9]2[C:4](=[CH:5][CH:6]=[CH:7][CH:8]=2)[O:3]1.[C:14]1([CH:24]([CH3:28])C(O)=O)[C:23]2[C:18](=[CH:19][CH:20]=[CH:21][CH:22]=2)[CH:17]=[CH:16][CH:15]=1.CCN=C=NCCCN(C)C.[ClH:40].C1C=CC2N([OH:50])N=NC=2C=1.C([N:53]([CH2:56][CH3:57])[CH2:54]C)C. (4) Given the product [N:22]1([C:28]2[CH:33]=[CH:32][C:31]([O:21][CH2:20][C:17]3[CH:16]=[CH:15][C:14]([CH:11]4[CH2:10][CH2:9][N:8]([CH2:6][CH2:40][C:39]([OH:43])=[O:42])[CH2:13][CH2:12]4)=[CH:19][CH:18]=3)=[CH:30][C:29]=2[C:35]([F:38])([F:37])[F:36])[CH2:27][CH2:26][CH2:25][CH2:24][CH2:23]1, predict the reactants needed to synthesize it. The reactants are: C(O[C:6]([N:8]1[CH2:13][CH2:12][CH:11]([C:14]2[CH:19]=[CH:18][C:17]([CH2:20][OH:21])=[CH:16][CH:15]=2)[CH2:10][CH2:9]1)=O)(C)(C)C.[N:22]1([C:28]2[CH:33]=[CH:32][C:31](O)=[CH:30][C:29]=2[C:35]([F:38])([F:37])[F:36])[CH2:27][CH2:26][CH2:25][CH2:24][CH2:23]1.[C:39]([O:43]C(C)(C)C)(=[O:42])[CH:40]=C.